From a dataset of Catalyst prediction with 721,799 reactions and 888 catalyst types from USPTO. Predict which catalyst facilitates the given reaction. (1) Reactant: O[CH:2]([C:13]1[CH:18]=[CH:17][C:16]([O:19][CH3:20])=[CH:15][CH:14]=1)[C:3]1[CH:10]=[CH:9][C:6]([C:7]#[N:8])=[CH:5][C:4]=1[CH2:11][OH:12].P(=O)(O)(O)O. Product: [CH3:20][O:19][C:16]1[CH:17]=[CH:18][C:13]([CH:2]2[C:3]3[C:4](=[CH:5][C:6]([C:7]#[N:8])=[CH:9][CH:10]=3)[CH2:11][O:12]2)=[CH:14][CH:15]=1. The catalyst class is: 413. (2) Reactant: [N:1]1[CH:6]=[CH:5][C:4]([NH:7][C@@H:8]([CH3:11])[CH2:9]O)=[CH:3][CH:2]=1.S(Cl)([Cl:14])=O. Product: [ClH:14].[Cl:14][CH2:9][C@@H:8]([NH:7][C:4]1[CH:5]=[CH:6][N:1]=[CH:2][CH:3]=1)[CH3:11]. The catalyst class is: 4. (3) Reactant: Cl[CH2:2][C:3]([NH:5][C:6]1[C:14]2[C:9](=[CH:10][C:11]([Cl:15])=[CH:12][CH:13]=2)[NH:8][N:7]=1)=[O:4].[NH:16]1[CH2:21][CH2:20][O:19][CH2:18][CH2:17]1. Product: [Cl:15][C:11]1[CH:10]=[C:9]2[C:14]([C:6]([NH:5][C:3](=[O:4])[CH2:2][N:16]3[CH2:21][CH2:20][O:19][CH2:18][CH2:17]3)=[N:7][NH:8]2)=[CH:13][CH:12]=1. The catalyst class is: 10. (4) Reactant: C[O:2][C:3]1[CH:8]=[CH:7][C:6]([C:9]2[CH:10]=[C:11]3[N:16]([CH:17]=2)[CH:15]=[CH:14][CH:13]=[CH:12]3)=[CH:5][CH:4]=1.C([S-])C.[Na+]. Product: [OH:2][C:3]1[CH:4]=[CH:5][C:6]([C:9]2[CH:10]=[C:11]3[N:16]([CH:17]=2)[CH:15]=[CH:14][CH:13]=[CH:12]3)=[CH:7][CH:8]=1. The catalyst class is: 9. (5) Reactant: [H-].[Al+3].[Li+].[H-].[H-].[H-].[Cl:7][C:8]1[S:43][C:11]2[C:12]3([CH2:22][CH2:21][N:20]([CH2:23][C:24]4[C:25]([CH3:42])=[N:26][N:27]([C:29]5[C:38]([CH:39]6[CH2:41][CH2:40]6)=[CH:37][CH:36]=[CH:35][C:30]=5[C:31](OC)=[O:32])[CH:28]=4)[CH2:19][CH2:18]3)[O:13][CH2:14][C:15]([F:17])([F:16])[C:10]=2[CH:9]=1. Product: [Cl:7][C:8]1[S:43][C:11]2[C:12]3([CH2:22][CH2:21][N:20]([CH2:23][C:24]4[C:25]([CH3:42])=[N:26][N:27]([C:29]5[C:38]([CH:39]6[CH2:40][CH2:41]6)=[CH:37][CH:36]=[CH:35][C:30]=5[CH2:31][OH:32])[CH:28]=4)[CH2:19][CH2:18]3)[O:13][CH2:14][C:15]([F:17])([F:16])[C:10]=2[CH:9]=1. The catalyst class is: 670. (6) Reactant: [NH2:1][C:2]1[N:6]([C:7]2[C:12]([Cl:13])=[CH:11][C:10]([C:14]([F:17])([F:16])[F:15])=[CH:9][C:8]=2[Cl:18])[N:5]=[C:4]([C:19]#[N:20])[CH:3]=1.[N:21]1[CH:26]=[CH:25][N:24]=[CH:23][C:22]=1[C:27](OC)=[O:28].CO[Na].CO.Cl. Product: [C:19]([C:4]1[CH:3]=[C:2]([NH:1][C:27]([C:22]2[CH:23]=[N:24][CH:25]=[CH:26][N:21]=2)=[O:28])[N:6]([C:7]2[C:8]([Cl:18])=[CH:9][C:10]([C:14]([F:16])([F:15])[F:17])=[CH:11][C:12]=2[Cl:13])[N:5]=1)#[N:20]. The catalyst class is: 192. (7) Reactant: C(OC([N:8]1[CH2:13][CH2:12][N:11]([C:14]([C:16]2[C:17]([CH2:31][C:32]3[CH:37]=[CH:36][CH:35]=[C:34]([F:38])[C:33]=3[CH3:39])=[C:18]([C:25]3[CH:30]=[CH:29][CH:28]=[CH:27][CH:26]=3)[N:19]3[C:24]=2[CH:23]=[CH:22][CH:21]=[CH:20]3)=[O:15])[CH2:10][CH2:9]1)=O)(C)(C)C. Product: [F:38][C:34]1[C:33]([CH3:39])=[C:32]([CH:37]=[CH:36][CH:35]=1)[CH2:31][C:17]1[C:16]([C:14]([N:11]2[CH2:10][CH2:9][NH:8][CH2:13][CH2:12]2)=[O:15])=[C:24]2[N:19]([C:18]=1[C:25]1[CH:26]=[CH:27][CH:28]=[CH:29][CH:30]=1)[CH:20]=[CH:21][CH:22]=[CH:23]2. The catalyst class is: 157. (8) Reactant: CC(C)([O-])C.[K+].[Cl:7][C:8]1[CH:9]=[C:10]([OH:14])[CH:11]=[CH:12][CH:13]=1.[CH2:15]([N:22]1[CH2:27][CH2:26][CH:25]([NH:28][C:29](=[O:32])[CH2:30]Cl)[CH2:24][CH2:23]1)[C:16]1[CH:21]=[CH:20][CH:19]=[CH:18][CH:17]=1.O. Product: [CH2:15]([N:22]1[CH2:23][CH2:24][CH:25]([NH:28][C:29](=[O:32])[CH2:30][O:14][C:10]2[CH:11]=[CH:12][CH:13]=[C:8]([Cl:7])[CH:9]=2)[CH2:26][CH2:27]1)[C:16]1[CH:17]=[CH:18][CH:19]=[CH:20][CH:21]=1. The catalyst class is: 1.